Predict which catalyst facilitates the given reaction. From a dataset of Catalyst prediction with 721,799 reactions and 888 catalyst types from USPTO. (1) Reactant: Br[CH2:2][C:3]([C:5]1[CH:10]=[CH:9][C:8]([OH:11])=[CH:7][CH:6]=1)=[O:4].[CH3:12][O-:13].[Na+]. Product: [OH:11][C:8]1[CH:9]=[CH:10][C:5]([C:3](=[O:4])[CH2:2][O:13][CH3:12])=[CH:6][CH:7]=1. The catalyst class is: 5. (2) Reactant: [NH:1]1[C:5]2=[N:6][C:7]([C:10]#N)=[CH:8][CH:9]=[C:4]2[CH:3]=[CH:2]1.C[Si](Cl)(C)C.[C:17]1([Mg]Br)[CH:22]=[CH:21]C=CC=1.[Cl-].[NH4+].Cl.[OH-:28].[NH4+]. Product: [CH:21]1([C:10]([C:7]2[N:6]=[C:5]3[NH:1][CH:2]=[CH:3][C:4]3=[CH:9][CH:8]=2)=[O:28])[CH2:22][CH2:17]1. The catalyst class is: 7.